From a dataset of NCI-60 drug combinations with 297,098 pairs across 59 cell lines. Regression. Given two drug SMILES strings and cell line genomic features, predict the synergy score measuring deviation from expected non-interaction effect. Drug 1: CS(=O)(=O)C1=CC(=C(C=C1)C(=O)NC2=CC(=C(C=C2)Cl)C3=CC=CC=N3)Cl. Drug 2: C1C(C(OC1N2C=NC3=C(N=C(N=C32)Cl)N)CO)O. Cell line: HL-60(TB). Synergy scores: CSS=30.3, Synergy_ZIP=-5.41, Synergy_Bliss=-16.6, Synergy_Loewe=-55.8, Synergy_HSA=-20.6.